Dataset: Catalyst prediction with 721,799 reactions and 888 catalyst types from USPTO. Task: Predict which catalyst facilitates the given reaction. (1) Reactant: I[C:2]1[C:10]2[C:5](=[N:6][CH:7]=[C:8]([NH:11][C:12](=[O:14])[CH3:13])[CH:9]=2)[N:4]([CH3:15])[N:3]=1.[F:16][C:17]1[CH:18]=[C:19](B(O)O)[CH:20]=[CH:21][C:22]=1[O:23][CH3:24].P([O-])([O-])([O-])=O.[K+].[K+].[K+].C1CCC(P(C2C(C3C=CC=CC=3)=CC=CC=2)C2CCCCC2)CC1. Product: [F:16][C:17]1[CH:18]=[C:19]([C:2]2[C:10]3[C:5](=[N:6][CH:7]=[C:8]([NH:11][C:12](=[O:14])[CH3:13])[CH:9]=3)[N:4]([CH3:15])[N:3]=2)[CH:20]=[CH:21][C:22]=1[O:23][CH3:24]. The catalyst class is: 706. (2) Reactant: [C:1]([C:4]1[CH:8]=[C:7]([C:9]([O:11][CH3:12])=[O:10])[NH:6][N:5]=1)(=[O:3])[CH3:2].[Cl:13][O-].[Na+].O. Product: [C:1]([C:4]1[C:8]([Cl:13])=[C:7]([C:9]([O:11][CH3:12])=[O:10])[NH:6][N:5]=1)(=[O:3])[CH3:2]. The catalyst class is: 15. (3) Reactant: N[NH-].[C:3](Cl)(=O)[C:4]1[CH:9]=[CH:8][CH:7]=[CH:6][CH:5]=1.C(N(CC)CC)C.[NH2:19][C:20]1[CH:38]=[CH:37][C:23]2[N:24]=[C:25]([NH:28][C:29]3[C:34]([Cl:35])=[CH:33][CH:32]=[CH:31][C:30]=3[Cl:36])[N:26]([CH3:27])[C:22]=2[C:21]=1[C:39]([NH2:41])=[O:40]. Product: [Cl:36][C:30]1[CH:31]=[CH:32][CH:33]=[C:34]([Cl:35])[C:29]=1[NH:28][C:25]1[N:26]([CH3:27])[C:22]2=[C:21]3[C:20](=[CH:38][CH:37]=[C:23]2[N:24]=1)[N:19]=[C:3]([C:4]1[CH:9]=[CH:8][CH:7]=[CH:6][CH:5]=1)[NH:41][C:39]3=[O:40]. The catalyst class is: 1.